Dataset: Forward reaction prediction with 1.9M reactions from USPTO patents (1976-2016). Task: Predict the product of the given reaction. (1) Given the reactants [Br:1][C:2]1[CH:9]=[CH:8][C:5]([CH:6]=[O:7])=[C:4]([F:10])[CH:3]=1.[CH2:11](O)[CH2:12][OH:13].O.C1(C)C=CC(S(O)(=O)=O)=CC=1, predict the reaction product. The product is: [Br:1][C:2]1[CH:9]=[CH:8][C:5]([CH:6]2[O:13][CH2:12][CH2:11][O:7]2)=[C:4]([F:10])[CH:3]=1. (2) Given the reactants [NH2:1][C:2]1[CH:3]=[C:4]([CH2:11][N:12]2[CH2:17][CH2:16][N:15](C(OC(C)(C)C)=O)[CH:14]([CH3:25])[CH2:13]2)[C:5]2[O:9][CH:8]=[CH:7][C:6]=2[CH:10]=1.[F:26][C:27]([F:39])([F:38])[C:28]1[CH:33]=[CH:32][CH:31]=[CH:30][C:29]=1[S:34]([Cl:37])(=[O:36])=[O:35], predict the reaction product. The product is: [ClH:37].[ClH:37].[CH3:25][CH:14]1[NH:15][CH2:16][CH2:17][N:12]([CH2:11][C:4]2[C:5]3[O:9][CH:8]=[CH:7][C:6]=3[CH:10]=[C:2]([NH:1][S:34]([C:29]3[CH:30]=[CH:31][CH:32]=[CH:33][C:28]=3[C:27]([F:26])([F:38])[F:39])(=[O:36])=[O:35])[CH:3]=2)[CH2:13]1. (3) The product is: [OH:39][CH:38]([CH:18]1[CH:17]([C:11]2[CH:12]=[CH:13][C:14]([O:15][CH3:16])=[C:9]([OH:8])[CH:10]=2)[N:20]([C:21]2[CH:22]=[C:23]([O:31][CH3:32])[C:24]([O:29][CH3:30])=[C:25]([O:27][CH3:28])[CH:26]=2)[C:19]1=[O:33])[CH3:37]. Given the reactants [Si]([O:8][C:9]1[CH:10]=[C:11]([CH:17]2[N:20]([C:21]3[CH:26]=[C:25]([O:27][CH3:28])[C:24]([O:29][CH3:30])=[C:23]([O:31][CH3:32])[CH:22]=3)[C:19](=[O:33])[CH2:18]2)[CH:12]=[CH:13][C:14]=1[O:15][CH3:16])(C(C)(C)C)(C)C.C(=O)=O.[CH3:37][C:38](C)=[O:39].[Li+].CC([N-]C(C)C)C, predict the reaction product. (4) Given the reactants [C:1]([O:5][C:6]([NH:8][CH2:9][CH2:10][CH2:11][CH2:12][C@H:13]([NH:17][C:18](=[O:42])[C:19]1[CH:24]=[CH:23][C:22]([S:25](=[O:41])(=[O:40])[NH:26][C:27]2[CH:32]=[CH:31][CH:30]=[CH:29][C:28]=2[O:33][C:34]2[CH:39]=[CH:38][CH:37]=[CH:36][CH:35]=2)=[CH:21][CH:20]=1)[C:14](O)=[O:15])=[O:7])([CH3:4])([CH3:3])[CH3:2].[C:43]([O:47][C:48]([N:50]1[CH2:55][CH2:54][CH:53]([CH2:56][NH2:57])[CH2:52][CH2:51]1)=[O:49])([CH3:46])([CH3:45])[CH3:44], predict the reaction product. The product is: [C:43]([O:47][C:48]([N:50]1[CH2:55][CH2:54][CH:53]([CH2:56][NH:57][C:14](=[O:15])[C@@H:13]([NH:17][C:18](=[O:42])[C:19]2[CH:24]=[CH:23][C:22]([S:25](=[O:41])(=[O:40])[NH:26][C:27]3[CH:32]=[CH:31][CH:30]=[CH:29][C:28]=3[O:33][C:34]3[CH:39]=[CH:38][CH:37]=[CH:36][CH:35]=3)=[CH:21][CH:20]=2)[CH2:12][CH2:11][CH2:10][CH2:9][NH:8][C:6]([O:5][C:1]([CH3:4])([CH3:3])[CH3:2])=[O:7])[CH2:52][CH2:51]1)=[O:49])([CH3:46])([CH3:45])[CH3:44]. (5) The product is: [C:1]1([N:7]2[CH:8]=[CH:33][CH:32]=[N:35]2)[CH:6]=[CH:5][CH:4]=[CH:3][CH:2]=1. Given the reactants [C:1]1([N:7]=[C:8]=O)[CH:6]=[CH:5][CH:4]=[CH:3][CH:2]=1.C(=O)([O-])[O-].[Na+].[Na+].C(=O)(O)[O-].[Na+].C(=O)([O-])[O-].[K+].[K+].C(=O)(O)[O-].[K+].[CH:32]([N:35](C(C)C)CC)(C)[CH3:33], predict the reaction product. (6) Given the reactants Cl[SiH:2]1[N:6]([C:7]([CH3:10])([CH3:9])[CH3:8])[CH:5]=[CH:4][N:3]1[C:11]([CH3:14])([CH3:13])[CH3:12].O1CC[CH2:17][CH2:16]1.C([Mg]Cl)=C, predict the reaction product. The product is: [C:11]([N:3]1[CH:4]=[CH:5][N:6]([C:7]([CH3:10])([CH3:9])[CH3:8])[SiH:2]1[CH:16]=[CH2:17])([CH3:14])([CH3:13])[CH3:12].